This data is from Retrosynthesis with 50K atom-mapped reactions and 10 reaction types from USPTO. The task is: Predict the reactants needed to synthesize the given product. (1) Given the product COc1ccc(S(=O)(=O)N2Cc3ccccc3CC2C(=O)O)cc1, predict the reactants needed to synthesize it. The reactants are: COc1ccc(S(=O)(=O)Cl)cc1.O=C(O)C1Cc2ccccc2CN1. (2) Given the product Fc1ccc(Cc2ccn3ccccc23)cc1, predict the reactants needed to synthesize it. The reactants are: O=C(c1ccc(F)cc1)c1ccn2ccccc12.